This data is from NCI-60 drug combinations with 297,098 pairs across 59 cell lines. The task is: Regression. Given two drug SMILES strings and cell line genomic features, predict the synergy score measuring deviation from expected non-interaction effect. (1) Drug 1: C1CN1P(=S)(N2CC2)N3CC3. Drug 2: CC1=C(N=C(N=C1N)C(CC(=O)N)NCC(C(=O)N)N)C(=O)NC(C(C2=CN=CN2)OC3C(C(C(C(O3)CO)O)O)OC4C(C(C(C(O4)CO)O)OC(=O)N)O)C(=O)NC(C)C(C(C)C(=O)NC(C(C)O)C(=O)NCCC5=NC(=CS5)C6=NC(=CS6)C(=O)NCCC[S+](C)C)O. Cell line: M14. Synergy scores: CSS=27.7, Synergy_ZIP=-6.90, Synergy_Bliss=-3.08, Synergy_Loewe=-0.340, Synergy_HSA=1.54. (2) Drug 1: CC1=C(C=C(C=C1)NC2=NC=CC(=N2)N(C)C3=CC4=NN(C(=C4C=C3)C)C)S(=O)(=O)N.Cl. Drug 2: CN(C(=O)NC(C=O)C(C(C(CO)O)O)O)N=O. Cell line: RPMI-8226. Synergy scores: CSS=-17.1, Synergy_ZIP=1.67, Synergy_Bliss=-15.9, Synergy_Loewe=-23.3, Synergy_HSA=-23.1. (3) Drug 1: C1=CN(C(=O)N=C1N)C2C(C(C(O2)CO)O)O.Cl. Drug 2: C1=CC=C(C(=C1)C(C2=CC=C(C=C2)Cl)C(Cl)Cl)Cl. Cell line: NCI-H226. Synergy scores: CSS=2.78, Synergy_ZIP=-0.186, Synergy_Bliss=-0.124, Synergy_Loewe=-15.5, Synergy_HSA=-8.67.